The task is: Predict the reactants needed to synthesize the given product.. This data is from Full USPTO retrosynthesis dataset with 1.9M reactions from patents (1976-2016). (1) Given the product [CH3:1][NH:2][CH2:5][C:7]1[NH:8][C:9]2[C:14]([C:15]=1[C:16]#[N:17])=[CH:13][CH:12]=[CH:11][CH:10]=2, predict the reactants needed to synthesize it. The reactants are: [CH3:1][NH2:2].CO.[CH:5]([C:7]1[NH:8][C:9]2[C:14]([C:15]=1[C:16]#[N:17])=[CH:13][CH:12]=[CH:11][CH:10]=2)=O.[BH4-].[Na+]. (2) Given the product [C:4]1(=[O:5])[O:6][C:1](=[O:7])[CH:2]=[CH:3]1.[CH:8]12[CH2:14][CH:11]([CH2:12][CH2:13]1)[CH:10]=[CH:9]2.[CH2:15]([CH:19]1[CH2:24][CH:23]2[CH2:25][CH:20]1[CH:21]=[CH:22]2)[CH2:16][CH2:17][CH3:18], predict the reactants needed to synthesize it. The reactants are: [C:1]1(=[O:7])[O:6][C:4](=[O:5])[CH:3]=[CH:2]1.[CH:8]12[CH2:14][CH:11]([CH2:12][CH2:13]1)[CH:10]=[CH:9]2.[CH2:15]([CH:19]1[CH2:24][CH:23]2[CH2:25][CH:20]1[CH:21]=[CH:22]2)[CH2:16][CH2:17][CH3:18].CC(N=NC(C#N)(C)C)(C#N)C. (3) Given the product [Cl:1][CH2:2][CH2:3][CH2:4][CH2:5][C:7]1[C:15]2[C:10](=[CH:11][CH:12]=[C:13]([C:16]#[N:17])[CH:14]=2)[NH:9][CH:8]=1, predict the reactants needed to synthesize it. The reactants are: [Cl:1][CH2:2][CH2:3][CH2:4][C:5]([C:7]1[C:15]2[C:10](=[CH:11][CH:12]=[C:13]([C:16]#[N:17])[CH:14]=2)[NH:9][CH:8]=1)=O.[BH4-].[Na+].B(F)(F)F.CCOCC. (4) Given the product [CH3:1][N:2]([CH3:35])[C:3]([C:5]1[C:20]([C:21]2[CH:22]=[N:23][N:24]([CH3:26])[CH:25]=2)=[CH:19][C:8]([C:9]([OH:11])=[O:10])=[C:7]([O:27][CH2:28][C:29]2[CH:34]=[CH:33][CH:32]=[CH:31][CH:30]=2)[CH:6]=1)=[O:4], predict the reactants needed to synthesize it. The reactants are: [CH3:1][N:2]([CH3:35])[C:3]([C:5]1[C:20]([C:21]2[CH:22]=[N:23][N:24]([CH3:26])[CH:25]=2)=[CH:19][C:8]([C:9]([O:11]CC2C=CC=CC=2)=[O:10])=[C:7]([O:27][CH2:28][C:29]2[CH:34]=[CH:33][CH:32]=[CH:31][CH:30]=2)[CH:6]=1)=[O:4].[OH-].[Li+].O.Cl. (5) Given the product [Cl:1][C:2]1[CH:18]=[CH:17][C:5]2[CH2:6][CH2:7][N:8]([C:11](=[O:16])[C:12]([F:15])([F:14])[F:13])[CH2:9][CH2:10][C:4]=2[C:3]=1[C:48]#[C:47][CH2:46][NH:49][C:50]([CH:52]1[CH2:56][CH2:55][CH2:54][CH2:53]1)=[O:51], predict the reactants needed to synthesize it. The reactants are: [Cl:1][C:2]1[CH:18]=[CH:17][C:5]2[CH2:6][CH2:7][N:8]([C:11](=[O:16])[C:12]([F:15])([F:14])[F:13])[CH2:9][CH2:10][C:4]=2[C:3]=1OS(C(F)(F)F)(=O)=O.C1(P(C2C=CC=CC=2)C2C=CC=CC=2)C=CC=CC=1.[CH2:46]([NH:49][C:50]([CH:52]1[CH2:56][CH2:55][CH2:54][CH2:53]1)=[O:51])[C:47]#[CH:48]. (6) Given the product [CH2:6]([C:3]1([CH2:10][O:11][CH3:12])[CH2:19][O:18][C:15]([CH3:17])([CH3:16])[O:14][CH2:13]1)[CH:7]([CH3:9])[CH3:8], predict the reactants needed to synthesize it. The reactants are: OC[C:3]([CH2:10][O:11][CH3:12])([CH2:6][CH:7]([CH3:9])[CH3:8])CO.[CH3:13][O:14][C:15]([O:18][CH3:19])([CH3:17])[CH3:16].C1(C)C=CC(S(O)(=O)=O)=CC=1.C(=O)([O-])O.[Na+]. (7) Given the product [CH2:1]([NH:3][C:4]([NH:6][C:7]1[S:8][C:9]2[C:15]([CH2:16][N:17]([CH3:18])[C:47]3[N:52]=[CH:51][CH:50]=[CH:49][N:48]=3)=[CH:14][C:13]([C:19]3[CH:20]=[N:21][C:22]([N:25]4[CH2:30][CH2:29][C:28]([CH3:36])([C:31]([O:33][CH2:34][CH3:35])=[O:32])[CH2:27][CH2:26]4)=[N:23][CH:24]=3)=[CH:12][C:10]=2[N:11]=1)=[O:5])[CH3:2], predict the reactants needed to synthesize it. The reactants are: [CH2:1]([NH:3][C:4]([NH:6][C:7]1[S:8][C:9]2[C:15]([CH2:16][NH:17][CH3:18])=[CH:14][C:13]([C:19]3[CH:20]=[N:21][C:22]([N:25]4[CH2:30][CH2:29][C:28]([CH3:36])([C:31]([O:33][CH2:34][CH3:35])=[O:32])[CH2:27][CH2:26]4)=[N:23][CH:24]=3)=[CH:12][C:10]=2[N:11]=1)=[O:5])[CH3:2].CCN(C(C)C)C(C)C.Cl[C:47]1[N:52]=[CH:51][CH:50]=[CH:49][N:48]=1.CO. (8) Given the product [F:5][CH:6]([C:12](=[O:13])[CH3:14])[C:7]([NH:4][CH2:1][CH2:2][CH3:3])=[O:9], predict the reactants needed to synthesize it. The reactants are: [CH2:1]([NH2:4])[CH2:2][CH3:3].[F:5][CH:6]([C:12]([CH3:14])=[O:13])[C:7]([O:9]CC)=O. (9) The reactants are: C(Br)C#C.BrC1C=CC(NCCC(F)(F)F)=C([N+]([O-])=O)C=1.[CH2:22]([N:29]([CH2:40][CH2:41][C:42](F)(F)F)[C:30]1[CH:35]=[CH:34][C:33]([Br:36])=[CH:32][C:31]=1[N+:37]([O-:39])=[O:38])[C:23]1[CH:28]=CC=C[CH:24]=1. Given the product [Br:36][C:33]1[CH:34]=[CH:35][C:30]([N:29]([CH2:22][CH:23]([CH3:28])[CH3:24])[CH2:40][C:41]#[CH:42])=[C:31]([N+:37]([O-:39])=[O:38])[CH:32]=1, predict the reactants needed to synthesize it.